Dataset: Reaction yield outcomes from USPTO patents with 853,638 reactions. Task: Predict the reaction yield, written as a fraction of the theoretical maximum amount of product (1.0 means a 100% yield; for example, 0.34 means a 34% yield). The reactants are [C:1]([Cl:4])(=O)C.[NH2:5][C:6]1([C:12]([OH:14])=[O:13])[CH2:11][CH2:10][CH2:9][CH2:8][CH2:7]1. The catalyst is CO. The product is [ClH:4].[NH2:5][C:6]1([C:12]([O:14][CH3:1])=[O:13])[CH2:11][CH2:10][CH2:9][CH2:8][CH2:7]1. The yield is 0.960.